Regression. Given a target protein amino acid sequence and a drug SMILES string, predict the binding affinity score between them. We predict pIC50 (pIC50 = -log10(IC50 in M); higher means more potent). Dataset: bindingdb_ic50. From a dataset of Drug-target binding data from BindingDB using IC50 measurements. (1) The target protein (P62575) has sequence MSYFRNRDIDIERNSMNRSVQERKCRYSIRKLSVGAVSMIVGAVVFGTSPVLAQEGASEQPLANETQLSGESSTLTDTEKSQPSSETELSGNKQEQERKDKQEEKIPRDYYARDLENVETVIEKEDVETNASNGQRVDLSSELDKLKKLENATVHMEFKPDAKAPAFYNLFSVSSATKKDEYFTMAVYNNTATLEGRGSDGKQFYNNYNDAPLKVKPGQWNSVTFTVEKPTAELPKGRVRLYVNGVLSRTSLRSGNFIKDMPDVTHVQIGATKRANNTVWGSNLQIRNLTVYNRALTPEEVQKRSQLFKRSDLEKKLPEGAALTEKTDIFESGRNGKPNKDGIKSYRIPALLKTDKGTLIAGADERRLHSSDWGDIGMVIRRSEDNGKTWGDRVTITNLRDNPKASDPSIGSPVNIDMVLVQDPETKRIFSIYDMFPEGKGIFGMSSQKEEAYKKIDGKTYQILYREGEKGAYTIRENGTVYTPDGKATDYRVVVDPVKP.... The pIC50 is 5.8. The compound is C/C=C/c1cc(OC)c2c(c1)[C@H](C)[C@@H](c1ccc3c(c1)OCO3)O2. (2) The compound is O=C(O)c1cccc2cc3c(cc12)OCCO3. The target protein (Q8VD48) has sequence MLLWVLALLFLCAFLWNYKGQLKIADIADKYIFITGCDSGFGNLAARTFDRKGFRVIAACLTESGSEALKAKTSERLHTVLLDVTNPENVKETAQWVKSHVGEKGLWGLINNAGVLGVLAPTDWLTVDDYREPIEVNLFGLINVTLNMLPLVKKARGRVINVSSIGGRLAFGGGGYTPSKYAVEGFNDSLRRDMKAFGVHVSCIEPGLFKTGLADPIKTTEKKLAIWKHLSPDIKQQYGEGYIEKSLHRLKSSTSSVNLDLSLVVECMDHALTSLFPKTRYTAGKDAKTFWIPLSHMPAALQDFLLLKEKVELANPQAV. The pIC50 is 4.0.